From a dataset of Reaction yield outcomes from USPTO patents with 853,638 reactions. Predict the reaction yield, written as a fraction of the theoretical maximum amount of product (1.0 means a 100% yield; for example, 0.34 means a 34% yield). (1) The yield is 0.110. The reactants are [F:1][C:2]1([F:11])[CH2:6][CH2:5][N:4]([S:7]([NH2:10])(=[O:9])=[O:8])[CH2:3]1.[CH:12]([C:15]1[N:16]=[C:17]([C:20]2[CH:29]=[C:28]([O:30][CH2:31][CH2:32][C@@H:33]3[NH:47][C:46](=[O:48])[N:45]([CH3:49])[CH2:44][CH2:43][CH2:42][CH2:41][CH:40]=[CH:39][C@H:38]4[C@@:36]([C:50](O)=[O:51])([CH2:37]4)[NH:35][C:34]3=[O:53])[C:27]3[C:22](=[C:23]([Cl:56])[C:24]([O:54][CH3:55])=[CH:25][CH:26]=3)[N:21]=2)[S:18][CH:19]=1)([CH3:14])[CH3:13]. The product is [Cl:56][C:23]1[C:24]([O:54][CH3:55])=[CH:25][CH:26]=[C:27]2[C:22]=1[N:21]=[C:20]([C:17]1[S:18][CH:19]=[C:15]([CH:12]([CH3:14])[CH3:13])[N:16]=1)[CH:29]=[C:28]2[O:30][CH2:31][CH2:32][C@@H:33]1[NH:47][C:46](=[O:48])[N:45]([CH3:49])[CH2:44][CH2:43][CH2:42][CH2:41][CH:40]=[CH:39][C@H:38]2[C@@:36]([C:50]([NH:10][S:7]([N:4]3[CH2:5][CH2:6][C:2]([F:1])([F:11])[CH2:3]3)(=[O:9])=[O:8])=[O:51])([CH2:37]2)[NH:35][C:34]1=[O:53]. No catalyst specified. (2) The reactants are [Na].Cl.[NH2:3]O.[F:5][C:6]([CH3:14])([CH3:13])[C:7]([O:11]C)=[CH:8][C:9]#[N:10].Cl.[OH-].[Na+]. The catalyst is CO.O. The product is [F:5][C:6]([C:7]1[O:11][N:10]=[C:9]([NH2:3])[CH:8]=1)([CH3:14])[CH3:13]. The yield is 0.130. (3) The reactants are [O-]CC.[Na+].[CH2:5]([C@:7]12[CH2:31][CH2:30][C:29](=[O:32])[CH2:28][C@H:8]1[CH2:9][CH2:10][CH2:11][C:12]1[CH:13]=[C:14]3[C:18](=[CH:19][C:20]=12)[CH:17]=[N:16][N:15]3[C:21]1[CH:26]=[CH:25][C:24]([F:27])=[CH:23][CH:22]=1)[CH3:6].[CH2:33]([C@@:35]12[CH2:59][CH2:58][C:57](=[O:60])[CH2:56][C@@H:36]1[CH2:37][CH2:38][CH2:39][C:40]1[CH:41]=[C:42]3[C:46](=[CH:47][C:48]=12)[CH:45]=[N:44][N:43]3[C:49]1[CH:54]=[CH:53][C:52]([F:55])=[CH:51][CH:50]=1)[CH3:34].C1COCC1.[CH:66](=O)[C:67]1[CH:72]=[CH:71][CH:70]=[CH:69][CH:68]=1. The catalyst is CC(O)=O.CCO. The product is [CH:33](=[C:30]1/[CH2:31][C@:7]2([CH2:5][CH3:6])[C:20]3=[CH:19][C:18]4[CH:17]=[N:16][N:15]([C:21]5[CH:22]=[CH:23][C:24]([F:27])=[CH:25][CH:26]=5)[C:14]=4[CH:13]=[C:12]3[CH2:11][CH2:10][CH2:9][C@H:8]2[CH2:28][C:29]/1=[O:32])/[C:35]1[CH:59]=[CH:58][CH:57]=[CH:56][CH:36]=1.[CH:66](=[C:58]1/[CH2:59][C@@:35]2([CH2:33][CH3:34])[C:48]3=[CH:47][C:46]4[CH:45]=[N:44][N:43]([C:49]5[CH:50]=[CH:51][C:52]([F:55])=[CH:53][CH:54]=5)[C:42]=4[CH:41]=[C:40]3[CH2:39][CH2:38][CH2:37][C@@H:36]2[CH2:56][C:57]/1=[O:60])/[C:67]1[CH:72]=[CH:71][CH:70]=[CH:69][CH:68]=1. The yield is 0.590. (4) The reactants are [CH3:1][O:2][C:3]1[C:8]([O:9][CH3:10])=[C:7]([O:11][CH3:12])[CH:6]=[C:5]([CH3:13])[C:4]=1[CH:14]([C:16]1[C:17]([O:27][CH3:28])=[N:18][CH:19]=[C:20]([Br:26])[C:21]=1[C:22]([F:25])([F:24])[F:23])[OH:15]. The catalyst is C1(C)C=CC=CC=1.[O-2].[O-2].[Mn+4]. The product is [CH3:1][O:2][C:3]1[C:8]([O:9][CH3:10])=[C:7]([O:11][CH3:12])[CH:6]=[C:5]([CH3:13])[C:4]=1[C:14]([C:16]1[C:17]([O:27][CH3:28])=[N:18][CH:19]=[C:20]([Br:26])[C:21]=1[C:22]([F:25])([F:23])[F:24])=[O:15]. The yield is 0.820.